Dataset: CYP1A2 inhibition data for predicting drug metabolism from PubChem BioAssay. Task: Regression/Classification. Given a drug SMILES string, predict its absorption, distribution, metabolism, or excretion properties. Task type varies by dataset: regression for continuous measurements (e.g., permeability, clearance, half-life) or binary classification for categorical outcomes (e.g., BBB penetration, CYP inhibition). Dataset: cyp1a2_veith. (1) The molecule is CCn1c(SCC(=O)NC2CCCCC2)nnc1-c1cc2cccc(OC)c2o1. The result is 1 (inhibitor). (2) The compound is N#Cc1ccc(CN2CCC3(CCNCC3)CC2)cc1. The result is 0 (non-inhibitor). (3) The drug is Cc1ccc(Nc2c([N+](=O)[O-])cc([N+](=O)[O-])c3cccnc23)c(C)c1. The result is 1 (inhibitor). (4) The compound is Cc1cccc(NC(=O)N(Cc2nc3ccccc3c(=O)[nH]2)C2CCCC2)c1. The result is 1 (inhibitor).